Dataset: Forward reaction prediction with 1.9M reactions from USPTO patents (1976-2016). Task: Predict the product of the given reaction. (1) Given the reactants [C:1]([NH:4][C:5]1[C:14]([O:15][CH:16]2[CH2:20][CH2:19][CH2:18][CH2:17]2)=[C:13]([O:21][CH3:22])[CH:12]=[CH:11][C:6]=1[C:7]([O:9][CH3:10])=[O:8])(=[O:3])[CH3:2].Br[CH2:24][CH2:25][O:26][CH:27]1[CH2:32][CH2:31][CH2:30][CH2:29][O:28]1, predict the reaction product. The product is: [CH:16]1([O:15][C:14]2[C:5]([N:4]([CH2:24][CH2:25][O:26][CH:27]3[CH2:32][CH2:31][CH2:30][CH2:29][O:28]3)[C:1](=[O:3])[CH3:2])=[C:6]([CH:11]=[CH:12][C:13]=2[O:21][CH3:22])[C:7]([O:9][CH3:10])=[O:8])[CH2:17][CH2:18][CH2:19][CH2:20]1. (2) The product is: [NH2:23][C:19]1[N:18]=[C:17]([N:7]2[C:6]3[CH:24]=[C:2]([C:34]#[C:33][C:31]([C:28]4[CH:27]=[C:26]([CH3:25])[O:30][N:29]=4)([OH:35])[CH3:32])[CH:3]=[CH:4][C:5]=3[N:9]=[C:8]2[C:10]([N:12]2[CH2:16][CH2:15][CH2:14][CH2:13]2)=[O:11])[CH:22]=[CH:21][N:20]=1. Given the reactants Br[C:2]1[CH:3]=[CH:4][C:5]2[N:9]=[C:8]([C:10]([N:12]3[CH2:16][CH2:15][CH2:14][CH2:13]3)=[O:11])[N:7]([C:17]3[CH:22]=[CH:21][N:20]=[C:19]([NH2:23])[N:18]=3)[C:6]=2[CH:24]=1.[CH3:25][C:26]1[O:30][N:29]=[C:28]([C:31]([OH:35])([C:33]#[CH:34])[CH3:32])[CH:27]=1.C(N(CC)CC)C, predict the reaction product. (3) Given the reactants [NH2:1][C@H:2]([C:10]([NH:12][CH2:13][CH:14]=[O:15])=[O:11])[CH2:3][C:4]1[CH:9]=[CH:8][CH:7]=[CH:6][CH:5]=1.[NH:16](C(OCC1C2C(=CC=CC=2)C2C1=CC=CC=2)=O)[C@H:17]([C:19](O)=[O:20])[CH3:18].O.CN(C(ON1N=NC2C=CC=CC1=2)=[N+](C)C)C.F[P-](F)(F)(F)(F)F.C1C=CC2N(O)N=NC=2C=1.C(N(C(C)C)CC)(C)C, predict the reaction product. The product is: [NH2:1][C@H:2]([C:10]([NH:12][CH2:13][C:14]([NH:16][C@H:17]([CH:19]=[O:20])[CH3:18])=[O:15])=[O:11])[CH2:3][C:4]1[CH:9]=[CH:8][CH:7]=[CH:6][CH:5]=1. (4) The product is: [Cl:24][C:19]1[CH:20]=[CH:21][CH:22]=[CH:23][C:18]=1[C:5]1[N:6]([CH2:12][CH2:13][S:14]([CH3:17])(=[O:16])=[O:15])[C:7]2[C:3]([N:4]=1)=[C:2]([N:29]1[CH2:30][CH2:31][N:26]([CH3:25])[CH2:27][CH2:28]1)[N:10]=[C:9]([CH3:11])[N:8]=2. Given the reactants Cl[C:2]1[N:10]=[C:9]([CH3:11])[N:8]=[C:7]2[C:3]=1[N:4]=[C:5]([C:18]1[CH:23]=[CH:22][CH:21]=[CH:20][C:19]=1[Cl:24])[N:6]2[CH2:12][CH2:13][S:14]([CH3:17])(=[O:16])=[O:15].[CH3:25][N:26]1[CH2:31][CH2:30][NH:29][CH2:28][CH2:27]1.C(N(CC)CC)C, predict the reaction product. (5) Given the reactants [NH2:1][C:2]1[N:3]([CH3:22])[C:4](=[O:21])[C@:5]2([N:20]=1)[C:14]1[CH:13]=[C:12](Br)[CH:11]=[CH:10][C:9]=1[O:8][C@H:7]1[CH2:16][CH2:17][O:18][CH2:19][C@H:6]21.[CH3:23][O:24][C:25]1[CH:26]=[C:27](B(O)O)[CH:28]=[CH:29][CH:30]=1, predict the reaction product. The product is: [NH2:1][C:2]1[N:3]([CH3:22])[C:4](=[O:21])[C@:5]2([N:20]=1)[C:14]1[CH:13]=[C:12]([C:29]3[CH:28]=[CH:27][CH:26]=[C:25]([O:24][CH3:23])[CH:30]=3)[CH:11]=[CH:10][C:9]=1[O:8][C@H:7]1[CH2:16][CH2:17][O:18][CH2:19][C@H:6]21.